This data is from Forward reaction prediction with 1.9M reactions from USPTO patents (1976-2016). The task is: Predict the product of the given reaction. (1) Given the reactants [Br:1][C:2]1[CH:3]=[C:4]([C:9]([OH:11])=[O:10])[S:5][C:6]=1[CH2:7][CH3:8].S(=O)(=O)(O)O.O.[CH3:18]O, predict the reaction product. The product is: [Br:1][C:2]1[CH:3]=[C:4]([C:9]([O:11][CH3:18])=[O:10])[S:5][C:6]=1[CH2:7][CH3:8]. (2) Given the reactants C([O:4][CH2:5][C:6]1[C:14]([CH2:15][C@@H:16]([CH2:22][C:23]([O:25][CH2:26]C)=[O:24])[C:17]([O:19][CH2:20]C)=[O:18])=[CH:13][C:12]([Br:28])=[C:11]2[C:7]=1[C:8]([Cl:29])=[N:9][NH:10]2)(=O)C.CO.C[O-].[Mg+2].C[O-], predict the reaction product. The product is: [Br:28][C:12]1[CH:13]=[C:14]([CH2:15][C@@H:16]([CH2:22][C:23]([O:25][CH3:26])=[O:24])[C:17]([O:19][CH3:20])=[O:18])[C:6]([CH2:5][OH:4])=[C:7]2[C:11]=1[NH:10][N:9]=[C:8]2[Cl:29]. (3) Given the reactants [CH:1]([S:14]([CH2:16][CH2:17][NH2:18])=[O:15])([C:8]1[CH:13]=[CH:12][CH:11]=[CH:10][CH:9]=1)[C:2]1[CH:7]=[CH:6][CH:5]=[CH:4][CH:3]=1.[CH:19](SCCNCCCC)([C:26]1C=CC=CC=1)[C:20]1C=CC=C[CH:21]=1, predict the reaction product. The product is: [CH:1]([S:14]([CH2:16][CH2:17][NH:18][CH2:26][CH2:19][CH2:20][CH3:21])=[O:15])([C:8]1[CH:9]=[CH:10][CH:11]=[CH:12][CH:13]=1)[C:2]1[CH:7]=[CH:6][CH:5]=[CH:4][CH:3]=1. (4) Given the reactants [C:1]([O:4][C:5]1[CH:13]=[CH:12][C:11]([Cl:14])=[CH:10][C:6]=1[C:7]([OH:9])=O)(=[O:3])[CH3:2].[NH2:15][N:16]1[CH:21]=[CH:20][CH:19]=[CH:18][NH:17]1, predict the reaction product. The product is: [C:1]([O:4][C:5]1[CH:13]=[CH:12][C:11]([Cl:14])=[CH:10][C:6]=1[C:7]([NH:15][N:16]1[CH:21]=[CH:20][CH:19]=[CH:18][NH:17]1)=[O:9])(=[O:3])[CH3:2].